This data is from Forward reaction prediction with 1.9M reactions from USPTO patents (1976-2016). The task is: Predict the product of the given reaction. Given the reactants [Cl:1][C:2]1[N:7]=[C:6]([C:8]2[CH:9]=[N:10][CH:11]=[C:12]([Cl:14])[CH:13]=2)[C:5]2[N:15]([CH2:27][C@H:28]3[CH2:33][CH2:32][C@H:31]([CH3:34])[CH2:30][CH2:29]3)[C:16]([C:18]([C:20]3[C:25]([F:26])=[CH:24][CH:23]=[CH:22][N:21]=3)=[CH2:19])=[N:17][C:4]=2[CH:3]=1, predict the reaction product. The product is: [Cl:1][C:2]1[N:7]=[C:6]([C:8]2[CH:9]=[N:10][CH:11]=[C:12]([Cl:14])[CH:13]=2)[C:5]2[N:15]([CH2:27][C@H:28]3[CH2:29][CH2:30][C@H:31]([CH3:34])[CH2:32][CH2:33]3)[C:16]([CH:18]([C:20]3[C:25]([F:26])=[CH:24][CH:23]=[CH:22][N:21]=3)[CH3:19])=[N:17][C:4]=2[CH:3]=1.